From a dataset of Catalyst prediction with 721,799 reactions and 888 catalyst types from USPTO. Predict which catalyst facilitates the given reaction. (1) Reactant: [CH3:1][S:2][C:3]1[N:8]=[C:7]([C:9]2[NH:13][N:12]=[C:11]([C:14]([OH:16])=O)[CH:10]=2)[CH:6]=[CH:5][N:4]=1.[O:17]1[CH2:22][CH2:21][CH2:20][CH2:19][CH:18]1[O:23][NH2:24].CCN=C=NCCCN(C)C.Cl.C1C=CC2N(O)N=NC=2C=1.CCN(C(C)C)C(C)C.[NH4+].[Cl-].C([O-])(O)=O.[Na+]. Product: [CH3:1][S:2][C:3]1[N:8]=[C:7]([C:9]2[NH:13][N:12]=[C:11]([C:14]([NH:24][O:23][CH:18]3[CH2:19][CH2:20][CH2:21][CH2:22][O:17]3)=[O:16])[CH:10]=2)[CH:6]=[CH:5][N:4]=1. The catalyst class is: 606. (2) Reactant: Cl.[Br:2][C:3]1[CH:11]=[C:10]2[C:6]([C:7]([CH2:16][C:17]#[N:18])=[CH:8][N:9]2[S:12]([CH3:15])(=[O:14])=[O:13])=[CH:5][C:4]=1[F:19].[CH2:20](N)[CH2:21][NH2:22]. Product: [Br:2][C:3]1[CH:11]=[C:10]2[C:6]([C:7]([CH2:16][C:17]3[NH:22][CH2:21][CH2:20][N:18]=3)=[CH:8][N:9]2[S:12]([CH3:15])(=[O:14])=[O:13])=[CH:5][C:4]=1[F:19]. The catalyst class is: 8. (3) Reactant: [NH2:1][C:2]1[CH:7]=[CH:6][CH:5]=[CH:4][C:3]=1[NH:8][C:9](=[O:32])[C:10]1[CH:15]=[CH:14][C:13]([C:16]2[C:21]([CH3:22])=[CH:20][C:19]([CH2:23][N:24]3[CH2:29][CH2:28]N(CC)C[CH2:25]3)=[CH:18][N:17]=2)=[CH:12][CH:11]=1.N1CCC1.C(O)(=O)C.C(O[BH-](OC(=O)C)OC(=O)C)(=O)C.[Na+]. Product: [NH2:1][C:2]1[CH:7]=[CH:6][CH:5]=[CH:4][C:3]=1[NH:8][C:9](=[O:32])[C:10]1[CH:11]=[CH:12][C:13]([C:16]2[C:21]([CH3:22])=[CH:20][C:19]([CH2:23][N:24]3[CH2:25][CH2:28][CH2:29]3)=[CH:18][N:17]=2)=[CH:14][CH:15]=1. The catalyst class is: 7. (4) Reactant: Cl[C:2]1[CH:7]=[C:6]([C:8]2[CH:13]=[CH:12][CH:11]=[CH:10][CH:9]=2)[N:5]=[C:4]([NH:14][C:15](=[O:29])[CH2:16][CH2:17][C:18]([C:20]2[CH:21]=[CH:22][C:23]3[O:27][CH2:26][CH2:25][C:24]=3[CH:28]=2)=[O:19])[CH:3]=1.C1(C2C=CC=CC=2)C=CC=CC=1P(C1CCCCC1)C1CCCCC1.C(=O)([O-])[O-].[K+].[K+].[C:61]([CH2:64][CH2:65][C:66]1[CH:71]=[CH:70][C:69](B(O)O)=[CH:68][CH:67]=1)([OH:63])=[O:62]. The catalyst class is: 110. Product: [O:27]1[C:23]2[CH:22]=[CH:21][C:20]([C:18](=[O:19])[CH2:17][CH2:16][C:15]([NH:14][C:4]3[CH:3]=[C:2]([C:69]4[CH:70]=[CH:71][C:66]([CH2:65][CH2:64][C:61]([OH:63])=[O:62])=[CH:67][CH:68]=4)[CH:7]=[C:6]([C:8]4[CH:13]=[CH:12][CH:11]=[CH:10][CH:9]=4)[N:5]=3)=[O:29])=[CH:28][C:24]=2[CH2:25][CH2:26]1.